This data is from Forward reaction prediction with 1.9M reactions from USPTO patents (1976-2016). The task is: Predict the product of the given reaction. (1) Given the reactants [CH3:1][C:2]1([CH3:21])[C:10]2[C:5](=[CH:6][C:7](B3OC(C)(C)C(C)(C)O3)=[CH:8][CH:9]=2)[NH:4][C:3]1=[O:20].Br[C:23]1[CH:24]=[N:25][CH:26]=[C:27]([CH:30]=1)[C:28]#[N:29], predict the reaction product. The product is: [CH3:21][C:2]1([CH3:1])[C:10]2[C:5](=[CH:6][C:7]([C:23]3[CH:24]=[N:25][CH:26]=[C:27]([CH:30]=3)[C:28]#[N:29])=[CH:8][CH:9]=2)[NH:4][C:3]1=[O:20]. (2) The product is: [Cl:1][C:2]1[N:6]([N+:7]([O-:9])=[O:8])[N:5]=[CH:4][CH:3]=1. Given the reactants [Cl:1][C:2]1[NH:6][N:5]=[CH:4][CH:3]=1.[N+:7]([O-])([OH:9])=[O:8], predict the reaction product. (3) Given the reactants [Br:1][C:2]1[CH:11]=[C:10]2[C:5]([CH2:6][C:7]([CH3:14])([CH3:13])[CH2:8][C:9]2=O)=[CH:4][CH:3]=1.[CH3:15][C:16]([S:19]([NH2:21])=[O:20])([CH3:18])[CH3:17].C1COCC1.C([O-])(O)=O.[Na+], predict the reaction product. The product is: [Br:1][C:2]1[CH:11]=[C:10]2[C:5]([CH2:6][C:7]([CH3:14])([CH3:13])[CH2:8]/[C:9]/2=[N:21]\[S:19]([C:16]([CH3:18])([CH3:17])[CH3:15])=[O:20])=[CH:4][CH:3]=1. (4) The product is: [Cl:29][C:30]1[CH:31]=[C:32]([CH:52]=[C:53]([O:55][C:56]([F:58])([F:57])[F:59])[CH:54]=1)[O:33][CH2:34][C:35]1[C:47]([CH:48]2[CH2:49][CH2:50]2)=[CH:46][C:38]([C:39]([OH:41])=[O:40])=[C:37]([F:51])[CH:36]=1. Given the reactants ClC1C(OC2C=CC(OC(F)(F)F)=C(Cl)C=2)=CC(F)=C(C=1)C(OC(C)(C)C)=O.[Cl:29][C:30]1[CH:31]=[C:32]([CH:52]=[C:53]([O:55][C:56]([F:59])([F:58])[F:57])[CH:54]=1)[O:33][CH2:34][C:35]1[C:47]([CH:48]2[CH2:50][CH2:49]2)=[CH:46][C:38]([C:39]([O:41]C(C)(C)C)=[O:40])=[C:37]([F:51])[CH:36]=1, predict the reaction product. (5) Given the reactants P(Br)(Br)[Br:2].[CH3:5][C:6]1[CH:15]=[CH:14][C:13]2[CH2:12][CH2:11][CH2:10][CH:9](O)[C:8]=2[N:7]=1.[OH-].[Na+], predict the reaction product. The product is: [Br:2][CH:9]1[C:8]2[N:7]=[C:6]([CH3:5])[CH:15]=[CH:14][C:13]=2[CH2:12][CH2:11][CH2:10]1. (6) Given the reactants [CH2:1]([O:8][NH:9][C@H:10]1[CH2:15][N:14]([C:16]([O:18][C:19]([CH3:22])([CH3:21])[CH3:20])=[O:17])[C@H:13]([C:23]([OH:25])=[O:24])[CH2:12][CH2:11]1)[C:2]1[CH:7]=[CH:6][CH:5]=[CH:4][CH:3]=1.[CH2:26](Br)[C:27]1[CH:32]=[CH:31][CH:30]=[CH:29][CH:28]=1.C(N(C(C)C)CC)(C)C, predict the reaction product. The product is: [CH2:1]([O:8][NH:9][C@H:10]1[CH2:15][N:14]([C:16]([O:18][C:19]([CH3:21])([CH3:22])[CH3:20])=[O:17])[C@H:13]([C:23]([O:25][CH2:26][C:27]2[CH:32]=[CH:31][CH:30]=[CH:29][CH:28]=2)=[O:24])[CH2:12][CH2:11]1)[C:2]1[CH:3]=[CH:4][CH:5]=[CH:6][CH:7]=1. (7) Given the reactants [C:1]1([C:7]2[NH:8][CH:9]=[C:10]([CH:12]=O)[N:11]=2)[CH:6]=[CH:5][CH:4]=[CH:3][CH:2]=1.[CH3:14][CH:15]([CH3:31])[C:16]([NH:18][C:19]1[CH:24]=[CH:23][CH:22]=[C:21]([CH:25]2[CH2:30][CH2:29][NH:28][CH2:27][CH2:26]2)[CH:20]=1)=[O:17], predict the reaction product. The product is: [CH3:14][CH:15]([CH3:31])[C:16]([NH:18][C:19]1[CH:24]=[CH:23][CH:22]=[C:21]([CH:25]2[CH2:30][CH2:29][N:28]([CH2:12][C:10]3[N:11]=[C:7]([C:1]4[CH:2]=[CH:3][CH:4]=[CH:5][CH:6]=4)[NH:8][CH:9]=3)[CH2:27][CH2:26]2)[CH:20]=1)=[O:17]. (8) Given the reactants [OH-].[Na+].[CH:3]1([C:8]2[C:13]([C:14]([NH:16][CH:17]3[CH:24]4[CH2:25][C:20]5([C:27]([O:29]C)=[O:28])[CH2:21][CH:22]([CH2:26][CH:18]3[CH2:19]5)[CH2:23]4)=[O:15])=[CH:12][N:11]=[C:10]([NH:31][C@H:32]3[CH2:36][CH2:35][O:34][CH2:33]3)[N:9]=2)[CH2:7][CH2:6][CH2:5][CH2:4]1, predict the reaction product. The product is: [CH:3]1([C:8]2[C:13]([C:14]([NH:16][CH:17]3[CH:24]4[CH2:25][C:20]5([C:27]([OH:29])=[O:28])[CH2:21][CH:22]([CH2:26][CH:18]3[CH2:19]5)[CH2:23]4)=[O:15])=[CH:12][N:11]=[C:10]([NH:31][C@H:32]3[CH2:36][CH2:35][O:34][CH2:33]3)[N:9]=2)[CH2:4][CH2:5][CH2:6][CH2:7]1.